This data is from Retrosynthesis with 50K atom-mapped reactions and 10 reaction types from USPTO. The task is: Predict the reactants needed to synthesize the given product. (1) The reactants are: C#CCOc1cc(Cl)ncn1.Oc1cccc(F)c1. Given the product C#CCOc1cc(Oc2cccc(F)c2)ncn1, predict the reactants needed to synthesize it. (2) Given the product O=C1CCCc2c1ccc(O[C@H](Cn1ccnc1)c1ccccc1)c2NS(=O)(=O)c1ccccc1, predict the reactants needed to synthesize it. The reactants are: Nc1c(O[C@H](Cn2ccnc2)c2ccccc2)ccc2c1CCCC2=O.O=S(=O)(Cl)c1ccccc1. (3) The reactants are: C[C@@]1(c2cc(N)ccc2F)C[C@@H](C(F)(F)F)OC(NC(=O)c2ccccc2)=N1.Clc1ccc2nc(Cl)oc2c1. Given the product C[C@@]1(c2cc(Nc3nc4ccc(Cl)cc4o3)ccc2F)C[C@@H](C(F)(F)F)OC(NC(=O)c2ccccc2)=N1, predict the reactants needed to synthesize it. (4) Given the product O=[N+]([O-])c1ccc(NCCNc2ncc(N3CCNCC3)c(-c3ccc(Cl)cc3Cl)n2)nc1, predict the reactants needed to synthesize it. The reactants are: CC(C)(C)OC(=O)N1CCN(c2cnc(NCCNc3ccc([N+](=O)[O-])cn3)nc2-c2ccc(Cl)cc2Cl)CC1. (5) Given the product O=C1CCN(C2c3ccccc3COc3ccc(Br)cc32)CC1, predict the reactants needed to synthesize it. The reactants are: Brc1ccc2c(c1)C(N1CCC3(CC1)OCCO3)c1ccccc1CO2. (6) Given the product CC(C)S(=O)(=O)N1CCNCC1, predict the reactants needed to synthesize it. The reactants are: C1CNCCN1.CC(C)S(=O)(=O)Cl. (7) Given the product Fc1cc(Cl)cc(COCC(F)(F)F)c1, predict the reactants needed to synthesize it. The reactants are: Fc1cc(Cl)cc(CCl)c1.OCC(F)(F)F.